From a dataset of NCI-60 drug combinations with 297,098 pairs across 59 cell lines. Regression. Given two drug SMILES strings and cell line genomic features, predict the synergy score measuring deviation from expected non-interaction effect. (1) Drug 2: C(CCl)NC(=O)N(CCCl)N=O. Cell line: OVCAR-4. Synergy scores: CSS=1.42, Synergy_ZIP=1.36, Synergy_Bliss=5.59, Synergy_Loewe=0.650, Synergy_HSA=1.89. Drug 1: CCC1(C2=C(COC1=O)C(=O)N3CC4=CC5=C(C=CC(=C5CN(C)C)O)N=C4C3=C2)O.Cl. (2) Drug 1: CC12CCC(CC1=CCC3C2CCC4(C3CC=C4C5=CN=CC=C5)C)O. Drug 2: C1=CC(=C2C(=C1NCCNCCO)C(=O)C3=C(C=CC(=C3C2=O)O)O)NCCNCCO. Cell line: HS 578T. Synergy scores: CSS=37.8, Synergy_ZIP=7.39, Synergy_Bliss=9.74, Synergy_Loewe=-3.17, Synergy_HSA=8.81. (3) Drug 1: CCC1(CC2CC(C3=C(CCN(C2)C1)C4=CC=CC=C4N3)(C5=C(C=C6C(=C5)C78CCN9C7C(C=CC9)(C(C(C8N6C)(C(=O)OC)O)OC(=O)C)CC)OC)C(=O)OC)O.OS(=O)(=O)O. Drug 2: CC1C(C(CC(O1)OC2CC(CC3=C2C(=C4C(=C3O)C(=O)C5=C(C4=O)C(=CC=C5)OC)O)(C(=O)CO)O)N)O.Cl. Cell line: OVCAR-4. Synergy scores: CSS=35.4, Synergy_ZIP=-2.72, Synergy_Bliss=-0.879, Synergy_Loewe=1.19, Synergy_HSA=2.31. (4) Drug 1: CC1OCC2C(O1)C(C(C(O2)OC3C4COC(=O)C4C(C5=CC6=C(C=C35)OCO6)C7=CC(=C(C(=C7)OC)O)OC)O)O. Drug 2: C1=CC=C(C(=C1)C(C2=CC=C(C=C2)Cl)C(Cl)Cl)Cl. Cell line: HOP-62. Synergy scores: CSS=28.8, Synergy_ZIP=0.658, Synergy_Bliss=-0.101, Synergy_Loewe=-25.4, Synergy_HSA=-0.101. (5) Drug 1: C1=CC(=CC=C1CCC2=CNC3=C2C(=O)NC(=N3)N)C(=O)NC(CCC(=O)O)C(=O)O. Drug 2: CC1CCC2CC(C(=CC=CC=CC(CC(C(=O)C(C(C(=CC(C(=O)CC(OC(=O)C3CCCCN3C(=O)C(=O)C1(O2)O)C(C)CC4CCC(C(C4)OC)O)C)C)O)OC)C)C)C)OC. Cell line: HOP-92. Synergy scores: CSS=24.3, Synergy_ZIP=-7.18, Synergy_Bliss=-7.29, Synergy_Loewe=-3.92, Synergy_HSA=-2.70. (6) Drug 1: CCC1=C2CN3C(=CC4=C(C3=O)COC(=O)C4(CC)O)C2=NC5=C1C=C(C=C5)O. Synergy scores: CSS=42.5, Synergy_ZIP=-3.45, Synergy_Bliss=-3.11, Synergy_Loewe=-1.31, Synergy_HSA=-0.0934. Cell line: HS 578T. Drug 2: B(C(CC(C)C)NC(=O)C(CC1=CC=CC=C1)NC(=O)C2=NC=CN=C2)(O)O. (7) Drug 1: C1C(C(OC1N2C=NC3=C2NC=NCC3O)CO)O. Drug 2: C1CCC(C(C1)N)N.C(=O)(C(=O)[O-])[O-].[Pt+4]. Cell line: RPMI-8226. Synergy scores: CSS=40.9, Synergy_ZIP=1.52, Synergy_Bliss=1.16, Synergy_Loewe=-12.3, Synergy_HSA=2.50. (8) Drug 1: CCCCCOC(=O)NC1=NC(=O)N(C=C1F)C2C(C(C(O2)C)O)O. Drug 2: C1=NC2=C(N=C(N=C2N1C3C(C(C(O3)CO)O)F)Cl)N. Cell line: HOP-62. Synergy scores: CSS=24.8, Synergy_ZIP=-1.10, Synergy_Bliss=1.45, Synergy_Loewe=-21.0, Synergy_HSA=5.74. (9) Drug 1: CN1CCC(CC1)COC2=C(C=C3C(=C2)N=CN=C3NC4=C(C=C(C=C4)Br)F)OC. Drug 2: CC1CCC2CC(C(=CC=CC=CC(CC(C(=O)C(C(C(=CC(C(=O)CC(OC(=O)C3CCCCN3C(=O)C(=O)C1(O2)O)C(C)CC4CCC(C(C4)OC)O)C)C)O)OC)C)C)C)OC. Cell line: SF-295. Synergy scores: CSS=42.3, Synergy_ZIP=5.55, Synergy_Bliss=5.84, Synergy_Loewe=-19.6, Synergy_HSA=6.66.